This data is from Forward reaction prediction with 1.9M reactions from USPTO patents (1976-2016). The task is: Predict the product of the given reaction. Given the reactants Br[C:2]1[CH:3]=[C:4]([NH:10][C:11]2[CH:16]=[CH:15][N:14]=[C:13]([CH2:17][CH3:18])[N:12]=2)[C:5](=[O:9])[N:6]([CH3:8])[CH:7]=1.[C:19]([O:22][CH2:23][C:24]1[C:25]([N:33]2[CH2:44][CH2:43][N:42]3[C:35](=[CH:36][C:37]4[CH2:38][C:39]([CH3:46])([CH3:45])[CH2:40][C:41]=43)[C:34]2=[O:47])=[N:26][CH:27]=[CH:28][C:29]=1B(O)O)(=[O:21])[CH3:20].[O-]P([O-])([O-])=O.[K+].[K+].[K+].O, predict the reaction product. The product is: [C:19]([O:22][CH2:23][C:24]1[C:25]([N:33]2[CH2:44][CH2:43][N:42]3[C:41]4[CH2:40][C:39]([CH3:46])([CH3:45])[CH2:38][C:37]=4[CH:36]=[C:35]3[C:34]2=[O:47])=[N:26][CH:27]=[CH:28][C:29]=1[C:2]1[CH:3]=[C:4]([NH:10][C:11]2[CH:16]=[CH:15][N:14]=[C:13]([CH2:17][CH3:18])[N:12]=2)[C:5](=[O:9])[N:6]([CH3:8])[CH:7]=1)(=[O:21])[CH3:20].